This data is from Full USPTO retrosynthesis dataset with 1.9M reactions from patents (1976-2016). The task is: Predict the reactants needed to synthesize the given product. Given the product [C:1]([NH:5][CH2:6][C:7]1[CH:8]=[C:9]2[C:14](=[CH:15][CH:16]=1)[C@H:13]([NH2:17])[CH2:12][CH2:11][CH2:10]2)([CH3:4])([CH3:2])[CH3:3], predict the reactants needed to synthesize it. The reactants are: [C:1]([NH:5][CH2:6][C:7]1[CH:8]=[C:9]2[C:14](=[CH:15][CH:16]=1)[C@H:13]([NH:17]C(=O)OC(C)(C)C)[CH2:12][CH2:11][CH2:10]2)([CH3:4])([CH3:3])[CH3:2].